The task is: Predict the reactants needed to synthesize the given product.. This data is from Full USPTO retrosynthesis dataset with 1.9M reactions from patents (1976-2016). (1) Given the product [C:16]([C:18]1[CH:12]([C:9]2[CH:10]=[CH:11][C:2]([F:1])=[C:3]3[C:8]=2[O:7][C:6]([CH3:14])=[CH:5][C:4]3=[O:15])[C:25]([C:26]([O:28][CH:29]2[CH2:32][CH2:31][CH2:30]2)=[O:27])=[C:24]([CH3:33])[NH:23][C:19]=1[CH3:20])#[N:17], predict the reactants needed to synthesize it. The reactants are: [F:1][C:2]1[CH:11]=[CH:10][C:9]([CH:12]=O)=[C:8]2[C:3]=1[C:4](=[O:15])[CH:5]=[C:6]([CH3:14])[O:7]2.[C:16]([CH:18]=[C:19]([O-])[CH3:20])#[N:17].[Na+].[NH2:23][C:24]([CH3:33])=[CH:25][C:26]([O:28][CH:29]1[CH2:32][CH2:31][CH2:30]1)=[O:27].C(O)(=O)C. (2) Given the product [OH:19][C:4]1[C:3]([NH:2][N:20]=[C:26]2[C:27](=[O:40])[N:28]([C:30]3[CH:31]=[C:32]4[C:36](=[CH:37][CH:38]=3)[CH2:35][CH2:34][CH:33]4[CH3:39])[N:29]=[C:25]2[CH3:24])=[CH:8][C:7]([CH3:9])=[CH:6][C:5]=1[C:10]1[CH:15]=[CH:14][CH:13]=[C:12]([C:16]([OH:18])=[O:17])[CH:11]=1.[C:10]1([C:5]2[CH:6]=[CH:7][CH:8]=[CH:3][CH:4]=2)[CH:15]=[CH:14][CH:13]=[C:12]([C:16]([OH:18])=[O:17])[CH:11]=1, predict the reactants needed to synthesize it. The reactants are: Cl.[NH2:2][C:3]1[C:4]([OH:19])=[C:5]([C:10]2[CH:15]=[CH:14][CH:13]=[C:12]([C:16]([OH:18])=[O:17])[CH:11]=2)[CH:6]=[C:7]([CH3:9])[CH:8]=1.[N:20]([O-])=O.[Na+].[CH3:24][C:25]1[CH2:26][C:27](=[O:40])[N:28]([C:30]2[CH:31]=[C:32]3[C:36](=[CH:37][CH:38]=2)[CH2:35][CH2:34][CH:33]3[CH3:39])[N:29]=1.C(=O)(O)[O-].[Na+]. (3) Given the product [CH3:1][O:2][C:3](=[O:9])[C@@H:4]([O:8][CH2:24][O:23][CH2:22][CH2:21][Si:20]([CH3:27])([CH3:26])[CH3:19])[CH:5]([CH3:7])[CH3:6], predict the reactants needed to synthesize it. The reactants are: [CH3:1][O:2][C:3](=[O:9])[C@@H:4]([OH:8])[CH:5]([CH3:7])[CH3:6].C(N(C(C)C)CC)(C)C.[CH3:19][Si:20]([CH3:27])([CH3:26])[CH2:21][CH2:22][O:23][CH2:24]Cl. (4) Given the product [N:31]1[C:32]2[C:27](=[CH:26][C:25]([C:22]3([C:19]4[N:3]5[N:4]=[C:5]([C:8]6[CH:9]=[CH:10][C:11]([C:12]([O:14][CH3:15])=[O:13])=[CH:16][CH:17]=6)[CH:6]=[N:7][C:2]5=[N:1][CH:20]=4)[CH2:24][CH2:23]3)=[CH:34][CH:33]=2)[CH:28]=[CH:29][CH:30]=1, predict the reactants needed to synthesize it. The reactants are: [NH2:1][C:2]1[N:3]=[N:4][C:5]([C:8]2[CH:17]=[CH:16][C:11]([C:12]([O:14][CH3:15])=[O:13])=[CH:10][CH:9]=2)=[CH:6][N:7]=1.Cl[CH:19]([C:22]1([C:25]2[CH:26]=[C:27]3[C:32](=[CH:33][CH:34]=2)[N:31]=[CH:30][CH:29]=[CH:28]3)[CH2:24][CH2:23]1)[CH:20]=O.C(N(CC)CC)C. (5) Given the product [C:29]([O:28][C:27](=[O:33])[NH:26][C:21]([CH3:25])([CH3:20])[CH2:22][CH2:23][NH:5][C:6]1[CH:11]=[CH:10][CH:9]=[CH:8][C:7]=1[C:12]([OH:19])([CH2:16][CH2:17][CH3:18])[CH2:13][CH2:14][CH3:15])([CH3:32])([CH3:31])[CH3:30], predict the reactants needed to synthesize it. The reactants are: C([BH3-])#N.[Na+].[NH2:5][C:6]1[CH:11]=[CH:10][CH:9]=[CH:8][C:7]=1[C:12]([OH:19])([CH2:16][CH2:17][CH3:18])[CH2:13][CH2:14][CH3:15].[CH3:20][C:21]([NH:26][C:27](=[O:33])[O:28][C:29]([CH3:32])([CH3:31])[CH3:30])([CH3:25])[CH2:22][CH:23]=O.